Dataset: hERG potassium channel inhibition data for cardiac toxicity prediction from Karim et al.. Task: Regression/Classification. Given a drug SMILES string, predict its toxicity properties. Task type varies by dataset: regression for continuous values (e.g., LD50, hERG inhibition percentage) or binary classification for toxic/non-toxic outcomes (e.g., AMES mutagenicity, cardiotoxicity, hepatotoxicity). Dataset: herg_karim. (1) The result is 0 (non-blocker). The compound is Cc1c([C@@H](O)CN2CCN(C[C@H](O)c3ccc(C#N)cn3)CC2)ccc2c1COC2=O. (2) The result is 1 (blocker). The compound is CC(C(O)c1ccc2c(c1)COC(=O)N2)N1CCC(O)(c2ccc(F)cc2)CC1. (3) The compound is O=C(O)C[C@@H]1COc2cc3c(cc21)OC[C@@H](c1cccc(Br)c1)O3. The result is 0 (non-blocker).